Dataset: Forward reaction prediction with 1.9M reactions from USPTO patents (1976-2016). Task: Predict the product of the given reaction. (1) The product is: [CH3:9][O:10][C:11]1[C:12]([O:47][CH2:48][C:49]#[CH:50])=[CH:13][C:14]2[C:20](=[O:21])[N:19]3[CH:22]=[C:23]([C:25]4[CH:34]=[CH:33][C:32]5[C:27](=[CH:28][CH:29]=[C:30]([O:35][CH3:36])[CH:31]=5)[CH:26]=4)[CH2:24][C@H:18]3[CH:17]=[N:16][C:15]=2[CH:46]=1. Given the reactants [Li+].[B-](CC)(CC)CC.[CH3:9][O:10][C:11]1[C:12]([O:47][CH2:48][C:49]#[CH:50])=[CH:13][C:14]2[C:20](=[O:21])[N:19]3[CH:22]=[C:23]([C:25]4[CH:34]=[CH:33][C:32]5[C:27](=[CH:28][CH:29]=[C:30]([O:35][CH3:36])[CH:31]=5)[CH:26]=4)[CH2:24][C@H:18]3[C:17](=O)[N:16](COCC[Si](C)(C)C)[C:15]=2[CH:46]=1.C(Cl)Cl, predict the reaction product. (2) Given the reactants Cl[CH2:2][C:3]([NH:5][C:6]1[CH:11]=[CH:10][C:9]([O:12][CH3:13])=[CH:8][CH:7]=1)=[O:4].[CH2:14]([CH:21]1[CH2:26][CH2:25][NH:24][CH2:23][CH2:22]1)[C:15]1[CH:20]=[CH:19][CH:18]=[CH:17][CH:16]=1, predict the reaction product. The product is: [CH2:14]([CH:21]1[CH2:26][CH2:25][N:24]([CH2:2][C:3]([NH:5][C:6]2[CH:11]=[CH:10][C:9]([O:12][CH3:13])=[CH:8][CH:7]=2)=[O:4])[CH2:23][CH2:22]1)[C:15]1[CH:20]=[CH:19][CH:18]=[CH:17][CH:16]=1. (3) Given the reactants [N:1]([CH2:4][C@H:5]1[CH2:9][CH2:8][N:7]([CH2:10][C:11]2[CH:16]=[CH:15][CH:14]=[CH:13][CH:12]=2)[C@H:6]1[C:17]([O:19]C)=O)=[N+]=[N-].C1(P(C2C=CC=CC=2)C2C=CC=CC=2)C=CC=CC=1, predict the reaction product. The product is: [CH2:10]([N:7]1[CH2:8][CH2:9][C@@H:5]2[CH2:4][NH:1][C:17](=[O:19])[C@H:6]12)[C:11]1[CH:16]=[CH:15][CH:14]=[CH:13][CH:12]=1. (4) Given the reactants [NH:1]1[C:10]2[C:5](=[CH:6][CH:7]=[CH:8][CH:9]=2)[CH2:4][CH2:3][CH2:2]1.[CH3:11][C:12]([CH3:17])=[CH:13][C:14](Cl)=[O:15].Cl, predict the reaction product. The product is: [N:1]1([C:14](=[O:15])[CH:13]=[C:12]([CH3:17])[CH3:11])[C:10]2[C:5](=[CH:6][CH:7]=[CH:8][CH:9]=2)[CH2:4][CH2:3][CH2:2]1.